Dataset: Peptide-MHC class II binding affinity with 134,281 pairs from IEDB. Task: Regression. Given a peptide amino acid sequence and an MHC pseudo amino acid sequence, predict their binding affinity value. This is MHC class II binding data. (1) The peptide sequence is NSVVQALTSLGLLYT. The MHC is DRB1_0404 with pseudo-sequence DRB1_0404. The binding affinity (normalized) is 0.991. (2) The peptide sequence is KLFEFNRNAIKTLQN. The MHC is DRB4_0101 with pseudo-sequence DRB4_0103. The binding affinity (normalized) is 0.532. (3) The peptide sequence is EKVYLAWVPAHKGIG. The binding affinity (normalized) is 0.853. The MHC is DRB5_0101 with pseudo-sequence DRB5_0101. (4) The peptide sequence is YHKFLANVSTVLTGK. The MHC is DRB1_0405 with pseudo-sequence DRB1_0405. The binding affinity (normalized) is 0.675. (5) The peptide sequence is LEPVKCDTLLCDIGE. The MHC is DRB1_0801 with pseudo-sequence DRB1_0801. The binding affinity (normalized) is 0. (6) The peptide sequence is KSMKVTVAFNQFGPN. The MHC is HLA-DQA10301-DQB10302 with pseudo-sequence HLA-DQA10301-DQB10302. The binding affinity (normalized) is 0.364. (7) The peptide sequence is GKSSFCDICGEELPT. The MHC is DRB1_0901 with pseudo-sequence DRB1_0901. The binding affinity (normalized) is 0.338.